From a dataset of Retrosynthesis with 50K atom-mapped reactions and 10 reaction types from USPTO. Predict the reactants needed to synthesize the given product. (1) Given the product O=C1CCC(C(F)C(F)F)CC1, predict the reactants needed to synthesize it. The reactants are: FC(F)C(F)C1CCC2(CC1)OCCO2. (2) Given the product CS(=O)(=O)c1ccc(C(CC2CCCC2)C(=O)Nc2nccs2)cc1C#N, predict the reactants needed to synthesize it. The reactants are: CS(=O)(=O)c1ccc(C(CC2CCCC2)C(=O)O)cc1C#N.Nc1nccs1. (3) Given the product CC(C)NC(=O)c1cccc(-c2ccc(C(O)(c3cn(C(c4ccccc4)(c4ccccc4)c4ccccc4)cn3)C(C)C)cc2)n1, predict the reactants needed to synthesize it. The reactants are: CC(C)C(O)(c1ccc(B(O)O)cc1)c1cn(C(c2ccccc2)(c2ccccc2)c2ccccc2)cn1.CC(C)NC(=O)c1cccc(Br)n1. (4) Given the product COC(=O)c1ccc(C(=O)NNC(=O)CSCCOc2ccc(Cl)cc2Cl)cc1, predict the reactants needed to synthesize it. The reactants are: COC(=O)c1ccc(C(=O)[O-])cc1.NNC(=O)CSCCOc1ccc(Cl)cc1Cl. (5) Given the product COc1ccc(NC(=O)NCc2cn(-c3ccccc3)c3cc(Cl)ccc3c2=O)cc1, predict the reactants needed to synthesize it. The reactants are: COc1ccc(N=C=O)cc1.NCc1cn(-c2ccccc2)c2cc(Cl)ccc2c1=O. (6) Given the product Nc1c(F)c(N2Cc3ccccc3C2)c(F)c2c1c(=O)c(C(=O)O)cn2C1CC1, predict the reactants needed to synthesize it. The reactants are: Nc1c(F)c(F)c(F)c2c1c(=O)c(C(=O)O)cn2C1CC1.c1ccc2c(c1)CNC2. (7) Given the product COc1nccc(C(F)(F)F)c1S(=O)(=O)Nc1nc2c(OC)cnc(OC)n2n1, predict the reactants needed to synthesize it. The reactants are: COc1cnc(OC)n2nc(N)nc12.COc1nccc(C(F)(F)F)c1S(=O)(=O)Cl.